This data is from Experimentally validated miRNA-target interactions with 360,000+ pairs, plus equal number of negative samples. The task is: Binary Classification. Given a miRNA mature sequence and a target amino acid sequence, predict their likelihood of interaction. The miRNA is hsa-miR-6776-5p with sequence UCUGGGUGCAGUGGGGGUU. The protein sequence of the target gene is MRLPWELLVLQSFILCLADDSTLHGPIFIQEPSPVMFPLDSEEKKVKLNCEVKGNPKPHIRWKLNGTDVDTGMDFRYSVVEGSLLINNPNKTQDAGTYQCTATNSFGTIVSREAKLQFAYLDNFKTRTRSTVSVRRGQGMVLLCGPPPHSGELSYAWIFNEYPSYQDNRRFVSQETGNLYIAKVEKSDVGNYTCVVTNTVTNHKVLGPPTPLILRNDGVMGEYEPKIEVQFPETVPTAKGATVKLECFALGNPVPTIIWRRADGKPIARKARRHKSNGILEIPNFQQEDAGLYECVAENS.... Result: 1 (interaction).